From a dataset of Full USPTO retrosynthesis dataset with 1.9M reactions from patents (1976-2016). Predict the reactants needed to synthesize the given product. (1) Given the product [Cl:1][C:2]1[CH:3]=[CH:4][C:5]2[O:9][C:8]([B:24]([OH:29])[OH:25])=[CH:7][C:6]=2[CH:10]=1, predict the reactants needed to synthesize it. The reactants are: [Cl:1][C:2]1[CH:3]=[CH:4][C:5]2[O:9][CH:8]=[CH:7][C:6]=2[CH:10]=1.CN(C)CCN(C)C.C([Li])CCC.[B:24](OC(C)C)([O:29]C(C)C)[O:25]C(C)C. (2) Given the product [Cl:1][C:2]1[CH:3]=[CH:4][C:5]([C:8]2([C:11]([NH:14][CH2:15][CH2:16][CH2:17][N:18]3[CH2:23][CH2:22][CH:21]([C:24]4[CH:25]=[C:26]([NH:31][C:32](=[O:36])[CH:33]([CH3:35])[CH3:34])[CH:27]=[CH:28][C:29]=4[CH3:30])[CH2:20][CH2:19]3)=[O:13])[CH2:9][CH2:10]2)=[CH:6][CH:7]=1, predict the reactants needed to synthesize it. The reactants are: [Cl:1][C:2]1[CH:7]=[CH:6][C:5]([C:8]2([C:11]([OH:13])=O)[CH2:10][CH2:9]2)=[CH:4][CH:3]=1.[NH2:14][CH2:15][CH2:16][CH2:17][N:18]1[CH2:23][CH2:22][CH:21]([C:24]2[CH:25]=[C:26]([NH:31][C:32](=[O:36])[CH:33]([CH3:35])[CH3:34])[CH:27]=[CH:28][C:29]=2[CH3:30])[CH2:20][CH2:19]1. (3) Given the product [C:17]([O:21][C:22](=[O:33])[C@H:23]([CH3:32])[N:24]([CH2:25][C:26]1[CH:27]=[CH:28][CH:29]=[CH:30][CH:31]=1)[S:12]([C:9]1[CH:10]=[C:11]2[C:6]([C:5]([Cl:16])=[CH:4][N:3]=[C:2]2[Cl:1])=[CH:7][CH:8]=1)(=[O:14])=[O:13])([CH3:20])([CH3:18])[CH3:19], predict the reactants needed to synthesize it. The reactants are: [Cl:1][C:2]1[C:11]2[C:6](=[CH:7][CH:8]=[C:9]([S:12](Cl)(=[O:14])=[O:13])[CH:10]=2)[C:5]([Cl:16])=[CH:4][N:3]=1.[C:17]([O:21][C:22](=[O:33])[C@H:23]([CH3:32])[NH:24][CH2:25][C:26]1[CH:31]=[CH:30][CH:29]=[CH:28][CH:27]=1)([CH3:20])([CH3:19])[CH3:18].CCN(CC)CC. (4) The reactants are: I[C:2]1[CH:7]=[CH:6][C:5]([C:8]2[N:9]([C:19]3[CH:20]=[N:21][CH:22]=[CH:23][CH:24]=3)[CH:10]=[C:11]([C:13]3[CH:18]=[CH:17][CH:16]=[CH:15][N:14]=3)[N:12]=2)=[CH:4][CH:3]=1.[N:25]1[C:29]2[CH:30]=[CH:31][CH:32]=[N:33][C:28]=2[NH:27][CH:26]=1.C([O-])([O-])=O.[Cs+].[Cs+].CN(C)[C@@H]1CCCC[C@H]1N. Given the product [N:14]1[CH:15]=[CH:16][CH:17]=[CH:18][C:13]=1[C:11]1[N:12]=[C:8]([C:5]2[CH:6]=[CH:7][C:2]([N:25]3[C:29]4[C:28](=[N:33][CH:32]=[CH:31][CH:30]=4)[N:27]=[CH:26]3)=[CH:3][CH:4]=2)[N:9]([C:19]2[CH:20]=[N:21][CH:22]=[CH:23][CH:24]=2)[CH:10]=1, predict the reactants needed to synthesize it.